From a dataset of Catalyst prediction with 721,799 reactions and 888 catalyst types from USPTO. Predict which catalyst facilitates the given reaction. (1) Reactant: Cl.[Cl:2][C:3]1[CH:4]=[N:5][C:6]([NH:12][CH2:13][C:14]([N:16]2[CH2:21][C@H:20]([CH3:22])[N:19]([CH2:23][C:24]3[CH:29]=[CH:28][C:27]([F:30])=[CH:26][CH:25]=3)[CH2:18][C@H:17]2[CH3:31])=[O:15])=[C:7]([CH:11]=1)[C:8](O)=[O:9].Cl.CN(C)CCCN=C=NCC.Cl.[CH3:45][O:46][C:47](=[O:50])[CH2:48][NH2:49].C(N(CC)CC)C. Product: [CH3:45][O:46][C:47](=[O:50])[CH2:48][NH:49][C:8]([C:7]1[C:6]([NH:12][CH2:13][C:14]([N:16]2[CH2:21][C@H:20]([CH3:22])[N:19]([CH2:23][C:24]3[CH:29]=[CH:28][C:27]([F:30])=[CH:26][CH:25]=3)[CH2:18][C@H:17]2[CH3:31])=[O:15])=[N:5][CH:4]=[C:3]([Cl:2])[CH:11]=1)=[O:9]. The catalyst class is: 4. (2) Reactant: [CH3:1][O:2][CH2:3][CH2:4][N:5]1[CH:9]=[CH:8][C:7]([C:10]([O:12]CC)=[O:11])=[N:6]1.[OH-].[Na+]. Product: [CH3:1][O:2][CH2:3][CH2:4][N:5]1[CH:9]=[CH:8][C:7]([C:10]([OH:12])=[O:11])=[N:6]1. The catalyst class is: 40. (3) Reactant: [Cl:1][C:2]1[CH:7]=[C:6]([N+:8]([O-])=O)[CH:5]=[CH:4][C:3]=1[S:11][C:12]1[CH:17]=[CH:16][CH:15]=[CH:14][CH:13]=1.[Cl-].[NH4+].CO. Product: [Cl:1][C:2]1[CH:7]=[C:6]([CH:5]=[CH:4][C:3]=1[S:11][C:12]1[CH:17]=[CH:16][CH:15]=[CH:14][CH:13]=1)[NH2:8]. The catalyst class is: 150. (4) Reactant: [NH2:1][C@H:2]1[CH2:7][CH2:6][C@H:5]([CH2:8][NH:9][C:10]2[C:15]([N+:16]([O-:18])=[O:17])=[CH:14][N:13]=[C:12]([NH:19][CH2:20][C:21]3[CH:26]=[CH:25][CH:24]=[CH:23][C:22]=3[O:27][C:28]([F:31])([F:30])[F:29])[N:11]=2)[CH2:4][CH2:3]1.[CH3:32][S:33](Cl)(=[O:35])=[O:34].CCN(C(C)C)C(C)C. Product: [N+:16]([C:15]1[C:10]([NH:9][CH2:8][C@H:5]2[CH2:4][CH2:3][C@H:2]([NH:1][S:33]([CH3:32])(=[O:35])=[O:34])[CH2:7][CH2:6]2)=[N:11][C:12]([NH:19][CH2:20][C:21]2[CH:26]=[CH:25][CH:24]=[CH:23][C:22]=2[O:27][C:28]([F:30])([F:31])[F:29])=[N:13][CH:14]=1)([O-:18])=[O:17]. The catalyst class is: 2. (5) Reactant: [CH2:1]([O:8][C:9]1[CH:10]=[C:11]2[C:15](=[CH:16][CH:17]=1)[NH:14][C:13]([NH2:18])=[C:12]2[C:19]#[N:20])[C:2]1[CH:7]=[CH:6][CH:5]=[CH:4][CH:3]=1.[C:21]([O-])([O-])=O.[Cs+].[Cs+].CI.O. Product: [CH2:1]([O:8][C:9]1[CH:10]=[C:11]2[C:15](=[CH:16][CH:17]=1)[N:14]([CH3:21])[C:13]([NH2:18])=[C:12]2[C:19]#[N:20])[C:2]1[CH:7]=[CH:6][CH:5]=[CH:4][CH:3]=1. The catalyst class is: 3. (6) Reactant: [F:1][C:2]1[C:7]([I:8])=[CH:6][C:5]([O:9]C(=O)[O:9][C:5]2[CH:6]=[C:7]([I:8])[C:2]([F:1])=[CH:3][C:4]=2[CH3:22])=[C:4]([CH3:22])[CH:3]=1.[OH-].[Na+].CCOC(C)=O.CCCCCC. Product: [F:1][C:2]1[C:7]([I:8])=[CH:6][C:5]([OH:9])=[C:4]([CH3:22])[CH:3]=1. The catalyst class is: 191. (7) Reactant: [O:1]=[C:2]1[CH:7]([C:8]([O:10][C@H:11]2[CH2:16][C@@H:15]([CH3:17])[CH2:14][CH2:13][C@@H:12]2[CH:18]([CH3:20])[CH3:19])=[O:9])[CH2:6][CH2:5][CH2:4][NH:3]1.C1C=CC(S(N(S(C2C=CC=CC=2)(=O)=O)[F:31])(=O)=O)=CC=1. Product: [F:31][C@@:7]1([C:8]([O:10][C@H:11]2[CH2:16][C@@H:15]([CH3:17])[CH2:14][CH2:13][C@@H:12]2[CH:18]([CH3:20])[CH3:19])=[O:9])[CH2:6][CH2:5][CH2:4][NH:3][C:2]1=[O:1]. The catalyst class is: 8. (8) Reactant: Br[C:2]1[CH:3]=[N:4][CH:5]=[C:6]([Br:10])[C:7]=1[CH:8]=O.C(=O)([O-])[O-].[Cs+].[Cs+].[SH:17][CH2:18][C:19]([NH2:21])=[O:20]. Product: [Br:10][C:6]1[CH:5]=[N:4][CH:3]=[C:2]2[S:17][C:18]([C:19]([NH2:21])=[O:20])=[CH:8][C:7]=12. The catalyst class is: 1.